This data is from Reaction yield outcomes from USPTO patents with 853,638 reactions. The task is: Predict the reaction yield, written as a fraction of the theoretical maximum amount of product (1.0 means a 100% yield; for example, 0.34 means a 34% yield). (1) The reactants are [CH3:1][C:2]1([CH3:32])[CH2:11][C:10]2[C:5](=[CH:6][CH:7]=[C:8]([C:12]([O:14]C)=[O:13])[CH:9]=2)[NH:4][CH:3]1[C:16]1[CH:21]=[CH:20][CH:19]=[C:18]([NH:22][C:23](=[O:31])[CH2:24][C:25]2[CH:30]=[CH:29][CH:28]=[CH:27][CH:26]=2)[CH:17]=1.[OH-].[Na+]. The catalyst is CO.O. The product is [CH3:1][C:2]1([CH3:32])[CH2:11][C:10]2[C:5](=[CH:6][CH:7]=[C:8]([C:12]([OH:14])=[O:13])[CH:9]=2)[NH:4][CH:3]1[C:16]1[CH:21]=[CH:20][CH:19]=[C:18]([NH:22][C:23](=[O:31])[CH2:24][C:25]2[CH:26]=[CH:27][CH:28]=[CH:29][CH:30]=2)[CH:17]=1. The yield is 0.522. (2) The reactants are [Br:1][C:2]1[CH:10]=[C:9]([C:11](O)=[O:12])[CH:8]=[C:7]2[C:3]=1[CH:4]=[N:5][NH:6]2.B. No catalyst specified. The product is [Br:1][C:2]1[CH:10]=[C:9]([CH2:11][OH:12])[CH:8]=[C:7]2[C:3]=1[CH:4]=[N:5][NH:6]2. The yield is 0.880. (3) The reactants are [N+:1]([C:4]1[CH:5]=[C:6]([S:10](Cl)(=[O:12])=[O:11])[CH:7]=[CH:8][CH:9]=1)([O-:3])=[O:2].[CH3:14][N:15]1[CH2:20][CH2:19][NH:18][CH2:17][CH2:16]1.C(N(CC)CC)C. The catalyst is ClCCl. The product is [CH3:14][N:15]1[CH2:20][CH2:19][N:18]([S:10]([C:6]2[CH:7]=[CH:8][CH:9]=[C:4]([N+:1]([O-:3])=[O:2])[CH:5]=2)(=[O:12])=[O:11])[CH2:17][CH2:16]1. The yield is 0.790. (4) The reactants are [C:1]1(/[CH:7]=[N:8]/[C:9]2[NH:10][CH:11]=[CH:12][N:13]=2)[CH:6]=[CH:5][CH:4]=[CH:3][CH:2]=1.[CH3:14][C:15]([O-])(C)[CH3:16].[K+].ICCC. The catalyst is CN(C=O)C.O. The product is [C:1]1(/[CH:7]=[N:8]/[C:9]2[N:13]([CH2:14][CH2:15][CH3:16])[CH:12]=[CH:11][N:10]=2)[CH:2]=[CH:3][CH:4]=[CH:5][CH:6]=1. The yield is 0.900. (5) The product is [N:29]1[CH:34]=[CH:33][CH:32]=[CH:31][C:30]=1[CH2:37][NH:38][C:3]([C:5]1[N:6]=[N:7][C:8]([N:11]2[CH2:16][CH2:15][N:14]([C:17](=[O:28])[C:18]3[CH:23]=[CH:22][CH:21]=[CH:20][C:19]=3[C:24]([F:25])([F:26])[F:27])[CH2:13][CH2:12]2)=[CH:9][CH:10]=1)=[O:2]. No catalyst specified. The yield is 0.480. The reactants are C[O:2][C:3]([C:5]1[N:6]=[N:7][C:8]([N:11]2[CH2:16][CH2:15][N:14]([C:17](=[O:28])[C:18]3[CH:23]=[CH:22][CH:21]=[CH:20][C:19]=3[C:24]([F:27])([F:26])[F:25])[CH2:13][CH2:12]2)=[CH:9][CH:10]=1)=O.[N:29]1[CH:34]=[CH:33][CH:32]=[CH:31][C:30]=1NC.[C-:37]#[N:38].[Na+]. (6) The reactants are [H-].[Na+].[CH2:3]([C:6]1[C:14]2[C:13]([C:15]([O:17][CH3:18])=[O:16])=[CH:12][CH:11]=[CH:10][C:9]=2[NH:8][CH:7]=1)[CH:4]=[CH2:5].[C:19]1([S:25](Cl)(=[O:27])=[O:26])[CH:24]=[CH:23][CH:22]=[CH:21][CH:20]=1. The catalyst is CN(C=O)C. The product is [CH2:3]([C:6]1[C:14]2[C:13]([C:15]([O:17][CH3:18])=[O:16])=[CH:12][CH:11]=[CH:10][C:9]=2[N:8]([S:25]([C:19]2[CH:24]=[CH:23][CH:22]=[CH:21][CH:20]=2)(=[O:27])=[O:26])[CH:7]=1)[CH:4]=[CH2:5]. The yield is 0.870.